This data is from Full USPTO retrosynthesis dataset with 1.9M reactions from patents (1976-2016). The task is: Predict the reactants needed to synthesize the given product. Given the product [NH2:31][C:27]1[CH:26]=[C:25]([CH:30]=[CH:29][CH:28]=1)[CH2:24][NH:23][C:21](=[O:22])[CH:20]([NH:19][C:15]1[CH:14]=[C:13]2[C:18](=[CH:17][CH:16]=1)[C:9]([N:8]([C:44]([O:46][C:47]([CH3:50])([CH3:49])[CH3:48])=[O:45])[C:6]([O:5][C:1]([CH3:3])([CH3:4])[CH3:2])=[O:7])=[N:10][CH:11]=[CH:12]2)[C:34]1[CH:35]=[CH:36][C:37]([C@@H:40]([CH3:43])[CH2:41][OH:42])=[CH:38][CH:39]=1, predict the reactants needed to synthesize it. The reactants are: [C:1]([O:5][C:6]([N:8]([C:44]([O:46][C:47]([CH3:50])([CH3:49])[CH3:48])=[O:45])[C:9]1[C:18]2[C:13](=[CH:14][C:15]([NH:19][CH:20]([C:34]3[CH:39]=[CH:38][C:37]([C@@H:40]([CH3:43])[CH2:41][OH:42])=[CH:36][CH:35]=3)[C:21]([NH:23][CH2:24][C:25]3[CH:30]=[CH:29][CH:28]=[C:27]([N+:31]([O-])=O)[CH:26]=3)=[O:22])=[CH:16][CH:17]=2)[CH:12]=[CH:11][N:10]=1)=[O:7])([CH3:4])([CH3:3])[CH3:2].NC1C=C(C=CC=1)CNC(=O)C(NC1C=C2C(=CC=1)C(N(C(OC(C)(C)C)=O)C(OC(C)(C)C)=O)=NC=C2)C1C=CC(CC(O)CC)=CC=1.